Dataset: Reaction yield outcomes from USPTO patents with 853,638 reactions. Task: Predict the reaction yield, written as a fraction of the theoretical maximum amount of product (1.0 means a 100% yield; for example, 0.34 means a 34% yield). (1) The reactants are [H-].[Na+].[CH3:3][N:4]1[CH2:8][CH2:7][C@@H:6]([OH:9])[CH2:5]1.[CH:10]([CH:13]1[C:18]2[N:19]=[CH:20][NH:21][C:17]=2[CH2:16][CH2:15][N:14]1[C:22](OCC(Cl)(Cl)Cl)=[O:23])([CH3:12])[CH3:11]. The catalyst is C1COCC1. The product is [CH:10]([CH:13]1[C:18]2[N:19]=[CH:20][NH:21][C:17]=2[CH2:16][CH2:15][N:14]1[C:22]([O:9][C@@H:6]1[CH2:7][CH2:8][N:4]([CH3:3])[CH2:5]1)=[O:23])([CH3:12])[CH3:11]. The yield is 0.0270. (2) The reactants are Cl[C:2](=[O:7])[C:3]([O:5][CH3:6])=[O:4].[NH2:8][C:9]1[CH:14]=[CH:13][C:12]([C@H:15]2[CH2:20][CH2:19][C@H:18]([CH:21]([CH3:27])[C:22]([O:24][CH2:25][CH3:26])=[O:23])[CH2:17][CH2:16]2)=[CH:11][CH:10]=1.N1C=CC=CC=1. The catalyst is C(Cl)Cl. The product is [CH3:6][O:5][C:3](=[O:4])[C:2]([NH:8][C:9]1[CH:10]=[CH:11][C:12]([C@H:15]2[CH2:16][CH2:17][C@H:18]([CH:21]([CH3:27])[C:22]([O:24][CH2:25][CH3:26])=[O:23])[CH2:19][CH2:20]2)=[CH:13][CH:14]=1)=[O:7]. The yield is 0.990. (3) The reactants are [Br:1][C:2]1[N:7]=[C:6]([NH:8][C:9]2[S:10][C:11](Br)=[CH:12][N:13]=2)[CH:5]=[CH:4][CH:3]=1.[C:15]([C:18]1[CH:19]=[C:20]([SH:25])[CH:21]=[CH:22][C:23]=1[CH3:24])([OH:17])=[O:16].C[O-].[Na+]. The catalyst is CO.C1COCC1. The product is [Br:1][C:2]1[N:7]=[C:6]([NH:8][C:9]2[S:10][C:11]([S:25][C:20]3[CH:21]=[CH:22][C:23]([CH3:24])=[C:18]([CH:19]=3)[C:15]([OH:17])=[O:16])=[CH:12][N:13]=2)[CH:5]=[CH:4][CH:3]=1. The yield is 0.810. (4) The reactants are [CH2:1]([Sn](CCCC)(CCCC)C=C)[CH2:2]CC.Br[C:17]1[CH:18]=[CH:19][C:20]([NH:23][C:24](=[O:29])[C:25]([CH3:28])([CH3:27])[CH3:26])=[N:21][CH:22]=1. The catalyst is C1(C)C=CC=CC=1.C1C=CC([P]([Pd]([P](C2C=CC=CC=2)(C2C=CC=CC=2)C2C=CC=CC=2)([P](C2C=CC=CC=2)(C2C=CC=CC=2)C2C=CC=CC=2)[P](C2C=CC=CC=2)(C2C=CC=CC=2)C2C=CC=CC=2)(C2C=CC=CC=2)C2C=CC=CC=2)=CC=1. The product is [CH:1]([C:17]1[CH:18]=[CH:19][C:20]([NH:23][C:24](=[O:29])[C:25]([CH3:28])([CH3:27])[CH3:26])=[N:21][CH:22]=1)=[CH2:2]. The yield is 0.800.